From a dataset of Experimentally validated miRNA-target interactions with 360,000+ pairs, plus equal number of negative samples. Binary Classification. Given a miRNA mature sequence and a target amino acid sequence, predict their likelihood of interaction. (1) The protein sequence of the target gene is MAALKSWLSRSVTSFFRYRQCLCVPVVANFKKRCFSELIRPWHKTVTIGFGVTLCAVPIAQKSEPHSLSSEALMRRAVSLVTDSTSTFLSQTTYALIEAITEYTKAVYTLTSLYRQYTSLLGKMNSEEEDEVWQVIIGARAEMTSKHQEYLKLETTWMTAVGLSEMAAEAAYQTGADQASITARNHIQLVKLQVEEVHQLSRKAETKLAEAQIEELRQKTQEEGEERAESEQEAYLRED. The miRNA is rno-miR-7a-5p with sequence UGGAAGACUAGUGAUUUUGUUGU. Result: 0 (no interaction). (2) The miRNA is hsa-miR-4693-3p with sequence UGAGAGUGGAAUUCACAGUAUUU. The protein sequence of the target gene is MEPPQCVEELEDDVFQPEDGEPGTQPGSLLSADLFAQSQLDCPLSRLQLFPLTHCCGPGLRPVSQEDKATQTLSPASPSQGVMLPCGVTEEPQRLFYGNAGYRLPLPASFPAGSALGEQPPEGQFLQHRAEVQIARKLQCIADQFHRLHMQQHQQNRDRAWRQVFLFLQNLALNRRENREGVGPW. Result: 0 (no interaction). (3) The miRNA is hsa-miR-106b-5p with sequence UAAAGUGCUGACAGUGCAGAU. The protein sequence of the target gene is MENFSLLSISGPPISSSALSAFPDIMFSRATSLPDIAKTAVPTEASSPAQALPPQYQSIIVRQGIQNTALSPDCSLGDTQHGEKLRRNCTIYRPWFSPYSYFVCADKESQLEAYDFPEVQQDEGKWDNCLSEDMAENICSSSSSPENTCPREATKKSRHGLDSITSQDILMASRWHPAQQNGYKCVACCRMYPTLDFLKSHIKRGFREGFSCKVYYRKLKALWSKEQKARLGDRLSSGSCQAFNSPAEHLRQIGGEAYLCL. Result: 1 (interaction). (4) The protein sequence of the target gene is MDSTACLKSLLLTVSQYKAVKSEANATQLLRHLEVISGQKLTRLFTSNQILTSECLSCLVELLEDPNISASLILSIIGLLSQLAVDIETRDCLQNTYNLNSVLAGVVCRSSHTDSVFLQCIQLLQKLTYNVKIFYSGANIDELITFLIDHIQSSEDELKMPCLGLLANLCRHNLSVQTHIKTLSNVKSFYRTLITLLAHSSLTVVVFALSILSSLTLNEEVGEKLFHARNIHQTFQLIFNILINGDGTLTRKYSVDLLMDLLKNPKIADYLTRYEHFSSCLHQVLGLLNGKDPDSSSKVL.... Result: 0 (no interaction). The miRNA is hsa-miR-3974 with sequence AAAGGUCAUUGUAAGGUUAAUGC.